Predict the product of the given reaction. From a dataset of Forward reaction prediction with 1.9M reactions from USPTO patents (1976-2016). (1) The product is: [CH3:9][O:8][C:6](=[O:7])[C:5]1[CH:10]=[CH:11][CH:2]=[N:3][C:4]=1[C:16]1[S:12][C:13]2[CH:23]=[CH:22][CH:21]=[CH:20][C:14]=2[CH:15]=1. Given the reactants Cl[C:2]1[CH:11]=[CH:10][C:5]([C:6]([O:8][CH3:9])=[O:7])=[CH:4][N:3]=1.[S:12]1[C:16](B(O)O)=[CH:15][C:14]2[CH:20]=[CH:21][CH:22]=[CH:23][C:13]1=2.C(=O)([O-])[O-].[Na+].[Na+], predict the reaction product. (2) Given the reactants [C:1]([C:3]1[CH:4]=[C:5]2[C:9](=[CH:10][CH:11]=1)[N:8]([CH2:12][C:13]1[CH:18]=[CH:17][CH:16]=[C:15]([O:19][C:20]([F:23])([F:22])[F:21])[CH:14]=1)[C:7]([C:24]([OH:26])=O)=[CH:6]2)#[N:2].Cl.[NH2:28][CH2:29][C:30]1([OH:34])[CH2:33][CH2:32][CH2:31]1, predict the reaction product. The product is: [OH:34][C:30]1([CH2:29][NH:28][C:24]([C:7]2[N:8]([CH2:12][C:13]3[CH:18]=[CH:17][CH:16]=[C:15]([O:19][C:20]([F:21])([F:23])[F:22])[CH:14]=3)[C:9]3[C:5]([CH:6]=2)=[CH:4][C:3]([C:1]#[N:2])=[CH:11][CH:10]=3)=[O:26])[CH2:33][CH2:32][CH2:31]1.